This data is from Catalyst prediction with 721,799 reactions and 888 catalyst types from USPTO. The task is: Predict which catalyst facilitates the given reaction. (1) Reactant: [CH3:1][O:2][C:3]1[CH:4]=[CH:5][C:6]([C:17](=[O:24])[CH:18]([CH3:23])[C:19]([O:21][CH3:22])=[O:20])=[C:7]2[C:12]=1[N:11]=[C:10]([C:13]([F:16])([F:15])[F:14])[CH:9]=[CH:8]2.[H-].[Na+].I[CH3:28].[Cl-].[NH4+]. Product: [CH3:1][O:2][C:3]1[CH:4]=[CH:5][C:6]([C:17](=[O:24])[C:18]([CH3:28])([CH3:23])[C:19]([O:21][CH3:22])=[O:20])=[C:7]2[C:12]=1[N:11]=[C:10]([C:13]([F:15])([F:16])[F:14])[CH:9]=[CH:8]2. The catalyst class is: 3. (2) Reactant: [Cl:1][C:2]1[N:10]=[C:9]2[C:5]([N:6]=[CH:7][N:8]2[CH:11]([CH3:13])[CH3:12])=[C:4](Cl)[N:3]=1.[CH:15]1([CH2:18][NH2:19])[CH2:17][CH2:16]1.CCN(CC)CC. Product: [Cl:1][C:2]1[N:10]=[C:9]2[C:5]([N:6]=[CH:7][N:8]2[CH:11]([CH3:13])[CH3:12])=[C:4]([NH:19][CH2:18][CH:15]2[CH2:17][CH2:16]2)[N:3]=1. The catalyst class is: 114. (3) Reactant: [Cl:1][C:2]1[CH:7]=[C:6]([N+:8]([O-:10])=[O:9])[CH:5]=[CH:4][C:3]=1F.C([O-])([O-])=O.[K+].[K+].[N:18]1[CH:23]=[CH:22][CH:21]=[CH:20][C:19]=1[CH2:24][OH:25]. Product: [Cl:1][C:2]1[CH:7]=[C:6]([N+:8]([O-:10])=[O:9])[CH:5]=[CH:4][C:3]=1[O:25][CH2:24][C:19]1[CH:20]=[CH:21][CH:22]=[CH:23][N:18]=1. The catalyst class is: 21. (4) Reactant: [C:1]([NH:4][C:5]1[CH:10]=[CH:9][C:8]([NH2:11])=[CH:7][N:6]=1)(=[O:3])[CH3:2].[N+:12]([C:15]1[CH:20]=[CH:19][C:18]([S:21](Cl)(=[O:23])=[O:22])=[CH:17][CH:16]=1)([O-:14])=[O:13].C(N(CC)CC)C.[OH-].[Na+]. Product: [N+:12]([C:15]1[CH:16]=[CH:17][C:18]([S:21]([NH:11][C:8]2[CH:9]=[CH:10][C:5]([NH:4][C:1](=[O:3])[CH3:2])=[N:6][CH:7]=2)(=[O:23])=[O:22])=[CH:19][CH:20]=1)([O-:14])=[O:13]. The catalyst class is: 4. (5) Reactant: [C:1](Cl)(=[O:8])[C:2]1[CH:7]=[CH:6][CH:5]=[CH:4][CH:3]=1.[Br:10][C:11]1[N:16]2[N:17]=[C:18]([NH2:20])[N:19]=[C:15]2[CH:14]=[CH:13][CH:12]=1.N1C=CC=CC=1.C(OCC)C. Product: [Br:10][C:11]1[N:16]2[N:17]=[C:18]([NH:20][C:1](=[O:8])[C:2]3[CH:7]=[CH:6][CH:5]=[CH:4][CH:3]=3)[N:19]=[C:15]2[CH:14]=[CH:13][CH:12]=1. The catalyst class is: 2. (6) Reactant: [Br:1][C:2]1[CH:10]=[C:9]([CH3:11])[C:8]([O:12][CH2:13][CH3:14])=[CH:7][C:3]=1[C:4]([O-])=[O:5].CC(C[AlH]CC(C)C)C.CCOC(C)=O. Product: [Br:1][C:2]1[CH:10]=[C:9]([CH3:11])[C:8]([O:12][CH2:13][CH3:14])=[CH:7][C:3]=1[CH2:4][OH:5]. The catalyst class is: 28. (7) Reactant: [C:1]1([C:20]2[CH:25]=[CH:24][CH:23]=[CH:22][CH:21]=2)[CH:6]=[CH:5][C:4]([CH2:7][C@H:8]([NH:12][C:13]([O:15][C:16]([CH3:19])([CH3:18])[CH3:17])=[O:14])[C:9](O)=[O:10])=[CH:3][CH:2]=1.[CH3:26][N:27](C(ON1N=NC2C=CC=NC1=2)=[N+](C)C)C.F[P-](F)(F)(F)(F)F.C(N(CC)CC)C.CN. Product: [C:1]1([C:20]2[CH:25]=[CH:24][CH:23]=[CH:22][CH:21]=2)[CH:6]=[CH:5][C:4]([CH2:7][C@H:8]([NH:12][C:13](=[O:14])[O:15][C:16]([CH3:19])([CH3:18])[CH3:17])[C:9]([NH:27][CH3:26])=[O:10])=[CH:3][CH:2]=1. The catalyst class is: 85. (8) Reactant: FC(F)(F)C([NH:5][CH:6]1[C:15]2[C:10](=[CH:11][CH:12]=[CH:13][CH:14]=2)[CH2:9][NH:8][CH2:7]1)=O.C(N(C(C)C)CC)(C)C.[C:27](O[C:27]([O:29][C:30]([CH3:33])([CH3:32])[CH3:31])=[O:28])([O:29][C:30]([CH3:33])([CH3:32])[CH3:31])=[O:28]. Product: [NH2:5][CH:6]1[C:15]2[C:10](=[CH:11][CH:12]=[CH:13][CH:14]=2)[CH2:9][N:8]([C:27]([O:29][C:30]([CH3:33])([CH3:32])[CH3:31])=[O:28])[CH2:7]1. The catalyst class is: 1.